From a dataset of hERG potassium channel inhibition data for cardiac toxicity prediction from Karim et al.. Regression/Classification. Given a drug SMILES string, predict its toxicity properties. Task type varies by dataset: regression for continuous values (e.g., LD50, hERG inhibition percentage) or binary classification for toxic/non-toxic outcomes (e.g., AMES mutagenicity, cardiotoxicity, hepatotoxicity). Dataset: herg_karim. The compound is CCCCNCCC(O)c1cc2c(Cl)cc(Cl)cc2c2cc(C(F)(F)F)ccc12. The result is 1 (blocker).